From a dataset of Full USPTO retrosynthesis dataset with 1.9M reactions from patents (1976-2016). Predict the reactants needed to synthesize the given product. (1) Given the product [CH2:1]([C:5]1[O:9][N:8]=[C:7]([C:10]2[O:14][N:13]=[C:12]([C:15]3[CH:16]=[CH:17][C:18]([CH2:19][N:20]4[CH2:21][CH:22]([C:24]([OH:26])=[O:25])[CH2:23]4)=[CH:31][CH:32]=3)[N:11]=2)[C:6]=1[CH2:33][CH2:34][CH3:35])[CH:2]([CH3:4])[CH3:3].[C:36]([OH:42])([C:38]([F:41])([F:40])[F:39])=[O:37], predict the reactants needed to synthesize it. The reactants are: [CH2:1]([C:5]1[O:9][N:8]=[C:7]([C:10]2[O:14][N:13]=[C:12]([C:15]3[CH:32]=[CH:31][C:18]([CH2:19][N:20]4[CH2:23][CH:22]([C:24]([O:26]C(C)(C)C)=[O:25])[CH2:21]4)=[CH:17][CH:16]=3)[N:11]=2)[C:6]=1[CH2:33][CH2:34][CH3:35])[CH:2]([CH3:4])[CH3:3].[C:36]([OH:42])([C:38]([F:41])([F:40])[F:39])=[O:37]. (2) Given the product [Cl:2][C:3]1[CH:4]=[C:5]2[C:9](=[CH:10][CH:11]=1)[NH:8][CH:7]=[C:6]2[CH2:12][CH2:13][NH:14][C:28]([CH:25]1[CH2:26][CH2:27][N:23]([C:18]2[CH:19]=[CH:20][CH:21]=[CH:22][C:17]=2[CH2:15][CH3:16])[C:24]1=[O:31])=[O:29], predict the reactants needed to synthesize it. The reactants are: Cl.[Cl:2][C:3]1[CH:4]=[C:5]2[C:9](=[CH:10][CH:11]=1)[NH:8][CH:7]=[C:6]2[CH2:12][CH2:13][NH2:14].[CH2:15]([C:17]1[CH:22]=[CH:21][CH:20]=[CH:19][C:18]=1[N:23]1[CH2:27][CH2:26][CH:25]([C:28](O)=[O:29])[C:24]1=[O:31])[CH3:16].C1CN([P+](ON2N=NC3C=CC=CC2=3)(N2CCCC2)N2CCCC2)CC1.F[P-](F)(F)(F)(F)F.C(N(CC)C(C)C)(C)C. (3) Given the product [CH:13]([NH2:14])([CH3:18])[CH3:12].[O:31]1[CH2:32][CH2:33][CH:34]([NH:35][C:3]([C:5]2[S:9][N:8]=[C:7]([O:10][CH2:11][C:12]3[C:13]([CH2:18][CH2:19][CH2:20][CH3:21])=[N:14][O:15][C:16]=3[CH3:17])[CH:6]=2)=[O:4])[CH2:39]1, predict the reactants needed to synthesize it. The reactants are: CO[C:3]([C:5]1[S:9][N:8]=[C:7]([O:10][CH2:11][C:12]2[C:13]([CH2:18][CH2:19][CH2:20][CH3:21])=[N:14][O:15][C:16]=2[CH3:17])[CH:6]=1)=[O:4].COC(C1ON=C([O:31][CH2:32][C:33]2[C:34]([C:39]3C=CC=CN=3)=[N:35]OC=2C)C=1)=O.NC1CCOC1. (4) Given the product [Br:8][C:5]1[N:6]=[CH:7][C:2]([C:16]2([OH:18])[CH2:17][O:14][CH2:15]2)=[N:3][CH:4]=1, predict the reactants needed to synthesize it. The reactants are: Br[C:2]1[CH:7]=[N:6][C:5]([Br:8])=[CH:4][N:3]=1.C([Li])CCC.[O:14]1[CH2:17][C:16](=[O:18])[CH2:15]1. (5) Given the product [Cl:1][C:2]1[N:6]([S:22]([N:21]([CH3:26])[CH3:20])(=[O:24])=[O:23])[C:5]2[CH:7]=[CH:8][C:9]([Cl:11])=[CH:10][C:4]=2[N:3]=1, predict the reactants needed to synthesize it. The reactants are: [Cl:1][C:2]1[NH:6][C:5]2[CH:7]=[CH:8][C:9]([Cl:11])=[CH:10][C:4]=2[N:3]=1.N12CCN(CC1)CC2.[CH3:20][N:21]([CH3:26])[S:22](Cl)(=[O:24])=[O:23].